Dataset: Catalyst prediction with 721,799 reactions and 888 catalyst types from USPTO. Task: Predict which catalyst facilitates the given reaction. (1) Reactant: [Cl:1][C:2]1[CH:7]=[CH:6][C:5]([O:8][C:9](=[O:26])[N:10]([CH2:12][C@H:13]2[CH2:18][CH2:17][C@H:16]([CH2:19][O:20][CH2:21][CH2:22][CH2:23][CH2:24]Br)[CH2:15][CH2:14]2)[CH3:11])=[CH:4][CH:3]=1.[CH2:27]([NH:29][CH2:30][CH2:31][OH:32])[CH3:28]. Product: [Cl:1][C:2]1[CH:7]=[CH:6][C:5]([O:8][C:9](=[O:26])[N:10]([CH2:12][C@H:13]2[CH2:18][CH2:17][C@H:16]([CH2:19][O:20][CH2:21][CH2:22][CH2:23][CH2:24][N:29]([CH2:27][CH3:28])[CH2:30][CH2:31][OH:32])[CH2:15][CH2:14]2)[CH3:11])=[CH:4][CH:3]=1. The catalyst class is: 80. (2) Reactant: [C:1]([O:10]C)(=O)[C:2]1[C:3](=[CH:5][CH:6]=[CH:7][CH:8]=1)[SH:4].[C:12]([C:14]1[CH:19]=[CH:18][CH:17]=[C:16]([S:20][CH2:21][CH2:22][CH2:23][CH2:24][CH3:25])[N:15]=1)#[N:13].C(N(CC)CC)C. Product: [CH2:21]([S:20][C:16]1[N:15]=[C:14]([C:12]2[S:4][C:3]3[CH:5]=[CH:6][CH:7]=[CH:8][C:2]=3[C:1](=[O:10])[N:13]=2)[CH:19]=[CH:18][CH:17]=1)[CH2:22][CH2:23][CH2:24][CH3:25]. The catalyst class is: 11. (3) Reactant: [CH3:1][O:2][Si:3]([CH2:8][CH2:9][CH2:10][N:11]([CH3:13])[CH3:12])([O:6][CH3:7])[O:4][CH3:5].[C:14]([OH:17])(=[O:16])[CH3:15]. Product: [C:14]([O-:17])(=[O:16])[CH3:15].[CH3:1][O:2][Si:3]([CH2:8][CH2:9][CH2:10][NH+:11]([CH3:13])[CH3:12])([O:4][CH3:5])[O:6][CH3:7]. The catalyst class is: 5.